From a dataset of Forward reaction prediction with 1.9M reactions from USPTO patents (1976-2016). Predict the product of the given reaction. (1) Given the reactants [Cl:1][C:2]1[N:10]([CH2:11][CH:12]=[CH2:13])[C:9]2[C:8](=[O:14])[NH:7][C:6](=[O:15])[N:5]([CH2:16][CH2:17][CH3:18])[C:4]=2[N:3]=1.C(=O)([O-])[O-].[Cs+].[Cs+].Br[CH2:26][CH2:27][CH2:28][OH:29], predict the reaction product. The product is: [Cl:1][C:2]1[N:10]([CH2:11][CH:12]=[CH2:13])[C:9]2[C:8](=[O:14])[N:7]([CH2:26][CH2:27][CH2:28][OH:29])[C:6](=[O:15])[N:5]([CH2:16][CH2:17][CH3:18])[C:4]=2[N:3]=1. (2) Given the reactants [C:1]1([O:11][CH2:12][CH2:13][CH2:14][C:15]2[C:23]3[C:18](=[C:19](B4OC(C)(C)C(C)(C)O4)[CH:20]=[CH:21][CH:22]=3)[NH:17][C:16]=2[C:33]([O:35][CH2:36]C)=[O:34])[C:10]2[C:5](=[CH:6][CH:7]=[CH:8][CH:9]=2)[CH:4]=[CH:3][CH:2]=1.[F:38][C:39]1[CH:44]=[C:43](I)[C:42]([CH3:46])=[CH:41][N:40]=1.[F-].[Cs+], predict the reaction product. The product is: [F:38][C:39]1[CH:44]=[C:43]([C:19]2[CH:20]=[CH:21][CH:22]=[C:23]3[C:18]=2[NH:17][C:16]([C:33]([O:35][CH3:36])=[O:34])=[C:15]3[CH2:14][CH2:13][CH2:12][O:11][C:1]2[C:10]3[C:5](=[CH:6][CH:7]=[CH:8][CH:9]=3)[CH:4]=[CH:3][CH:2]=2)[C:42]([CH3:46])=[CH:41][N:40]=1. (3) Given the reactants [CH3:1][O:2][C:3]1([O:13][CH3:14])[CH2:6][C:5]([CH:11]=[CH2:12])([C:7](OC)=[O:8])[CH2:4]1.CC(C[AlH]CC(C)C)C.CO, predict the reaction product. The product is: [CH3:14][O:13][C:3]1([O:2][CH3:1])[CH2:4][C:5]([CH2:7][OH:8])([CH:11]=[CH2:12])[CH2:6]1. (4) The product is: [N:34]([CH:2]([C:4]1[C:9]([C:10]2[CH:15]=[CH:14][CH:13]=[CH:12][CH:11]=2)=[N:8][N:7]([CH:16]([CH3:18])[CH3:17])[C:6](=[O:19])[CH:5]=1)[CH3:3])=[N+:35]=[N-:36]. Given the reactants O[CH:2]([C:4]1[C:9]([C:10]2[CH:15]=[CH:14][CH:13]=[CH:12][CH:11]=2)=[N:8][N:7]([CH:16]([CH3:18])[CH3:17])[C:6](=[O:19])[CH:5]=1)[CH3:3].C1C=CC(P([N:34]=[N+:35]=[N-:36])(C2C=CC=CC=2)=O)=CC=1.C1CCN2C(=NCCC2)CC1, predict the reaction product.